Predict the product of the given reaction. From a dataset of Forward reaction prediction with 1.9M reactions from USPTO patents (1976-2016). (1) Given the reactants Cl.[C:2]1([C:8]2[N:13]=[N:12][C:11]([CH2:14][NH2:15])=[CH:10][CH:9]=2)[CH:7]=[CH:6][CH:5]=[CH:4][CH:3]=1.C(N(CC)CC)C.[N:23]1[CH:28]=[CH:27][CH:26]=[C:25]([S:29](Cl)(=[O:31])=[O:30])[CH:24]=1, predict the reaction product. The product is: [C:2]1([C:8]2[N:13]=[N:12][C:11]([CH2:14][NH:15][S:29]([C:25]3[CH:24]=[N:23][CH:28]=[CH:27][CH:26]=3)(=[O:31])=[O:30])=[CH:10][CH:9]=2)[CH:3]=[CH:4][CH:5]=[CH:6][CH:7]=1. (2) Given the reactants [CH3:1][O:2][C:3]1[C:4](=[O:9])[NH:5][CH:6]=[CH:7][CH:8]=1.CS(O[CH2:15][CH2:16][N:17]=[N+:18]=[N-:19])(=O)=O.C([O-])([O-])=O.[K+].[K+], predict the reaction product. The product is: [N:17]([CH2:16][CH2:15][N:5]1[CH:6]=[CH:7][CH:8]=[C:3]([O:2][CH3:1])[C:4]1=[O:9])=[N+:18]=[N-:19]. (3) The product is: [C:1]([N:4]1[C:13]2[C:8](=[CH:9][C:10]([C:14]3[CH:15]=[N:16][N:17]([CH2:19][CH2:20][NH:21][CH3:22])[CH:18]=3)=[CH:11][CH:12]=2)[C@H:7]([NH:30][C:31]2[CH:32]=[N:33][CH:34]=[CH:35][CH:36]=2)[CH2:6][C@@H:5]1[CH3:37])(=[O:3])[CH3:2]. Given the reactants [C:1]([N:4]1[C:13]2[C:8](=[CH:9][C:10]([C:14]3[CH:15]=[N:16][N:17]([CH2:19][CH2:20][N:21](C)[C:22](=O)OC(C)(C)C)[CH:18]=3)=[CH:11][CH:12]=2)[C@H:7]([NH:30][C:31]2[CH:32]=[N:33][CH:34]=[CH:35][CH:36]=2)[CH2:6][C@@H:5]1[CH3:37])(=[O:3])[CH3:2], predict the reaction product. (4) Given the reactants [CH3:1][C:2]([OH:4])=[O:3].CC(O)=[O:7].C1C(N/C(/N)=N/C(/N)=N/CCCCCC/N=C(\N)/N=C(\N)/N[C:32]2[CH:37]=[CH:36][C:35](Cl)=[CH:34]C=2)=CC=C(Cl)C=1.[C:43]1(N)[C:48](F)=C(F)C(F)=C(N)C=1F.Cl.Cl, predict the reaction product. The product is: [CH2:48]([O:3][C:2]([C:1]1[CH:34]=[CH:35][C:36]([OH:7])=[CH:37][CH:32]=1)=[O:4])[CH3:43]. (5) Given the reactants COC1C=C(N2CCC(C3C=CC=CC=3N)C2)C=CC=1.Cl.[N:22]1([CH2:29][CH2:30][O:31][C:32]2[CH:40]=[CH:39][C:35]([C:36](O)=O)=[CH:34][CH:33]=2)[CH2:28][CH2:27][CH2:26][CH2:25][CH2:24][CH2:23]1.N1(CCOC2C=C[C:54]([CH2:55][NH:56][C:57]3[CH:62]=[CH:61][CH:60]=[CH:59][C:58]=3[CH:63]3[CH2:67][CH2:66][N:65]([C:68]4[CH:73]=[CH:72][CH:71]=[C:70]([O:74][CH3:75])[CH:69]=4)[CH2:64]3)=CC=2)CCCCCC1, predict the reaction product. The product is: [N:22]1([CH2:29][CH2:30][O:31][C:32]2[CH:40]=[CH:39][C:35]([CH2:36][CH2:54][CH2:55][NH:56][C:57]3[CH:62]=[CH:61][CH:60]=[CH:59][C:58]=3[CH:63]3[CH2:67][CH2:66][N:65]([C:68]4[CH:73]=[CH:72][CH:71]=[C:70]([O:74][CH3:75])[CH:69]=4)[CH2:64]3)=[CH:34][CH:33]=2)[CH2:28][CH2:27][CH2:26][CH2:25][CH2:24][CH2:23]1. (6) Given the reactants [NH2:1][C:2]1[CH:31]=[CH:30][C:5]([C:6]([N:8]2[C:17]3[C:12](=[CH:13][CH:14]=[CH:15][CH:16]=3)[C@H:11]([N:18]([C:23]3[CH:28]=[CH:27][CH:26]=[CH:25][CH:24]=3)[C:19](=[O:22])[CH2:20][CH3:21])[CH2:10][C@@H:9]2[CH3:29])=[O:7])=[CH:4][CH:3]=1.C(O)(=O)CC.[CH:37]1[CH:42]=[CH:41][CH:40]=[CH:39][CH:38]=1, predict the reaction product. The product is: [CH3:40][C:39]1[N:1]([C:2]2[CH:3]=[CH:4][C:5]([C:6]([N:8]3[C:17]4[C:12](=[CH:13][CH:14]=[CH:15][CH:16]=4)[C@H:11]([N:18]([C:23]4[CH:24]=[CH:25][CH:26]=[CH:27][CH:28]=4)[C:19](=[O:22])[CH2:20][CH3:21])[CH2:10][C@@H:9]3[CH3:29])=[O:7])=[CH:30][CH:31]=2)[C:42]([CH3:41])=[CH:37][CH:38]=1. (7) Given the reactants Br[C:2]1[CH:7]=[CH:6][C:5]([C:8]2[NH:12][C:11]([CH:13]3[CH2:17][C:16]4([CH2:22][CH2:21][O:20][CH2:19][CH2:18]4)[CH2:15][N:14]3[C:23](=[O:33])[C@@H:24]([NH:28][C:29](=[O:32])[O:30][CH3:31])[CH:25]([CH3:27])[CH3:26])=[N:10][CH:9]=2)=[CH:4][CH:3]=1.[CH3:34][C:35]1([CH3:51])[C:39]([CH3:41])([CH3:40])[O:38][B:37]([B:37]2[O:38][C:39]([CH3:41])([CH3:40])[C:35]([CH3:51])([CH3:34])[O:36]2)[O:36]1.C([O-])(=O)C.[K+], predict the reaction product. The product is: [CH3:27][CH:25]([CH3:26])[C@H:24]([NH:28][C:29](=[O:32])[O:30][CH3:31])[C:23](=[O:33])[N:14]1[CH:13]([C:11]2[NH:12][C:8]([C:5]3[CH:4]=[CH:3][C:2]([B:37]4[O:38][C:39]([CH3:41])([CH3:40])[C:35]([CH3:51])([CH3:34])[O:36]4)=[CH:7][CH:6]=3)=[CH:9][N:10]=2)[CH2:17][C:16]2([CH2:18][CH2:19][O:20][CH2:21][CH2:22]2)[CH2:15]1. (8) Given the reactants [CH:1]1([C:6]([CH:8]2[CH2:13][N:12]([C:14]([O:16][C:17]([CH3:20])([CH3:19])[CH3:18])=[O:15])[C@H:11]([CH3:21])[CH2:10][C:9]2=O)=O)[CH2:5][CH2:4][CH2:3][CH2:2]1.[NH2:23][NH2:24].O, predict the reaction product. The product is: [CH:1]1([C:6]2[C:8]3[CH2:13][N:12]([C:14]([O:16][C:17]([CH3:20])([CH3:19])[CH3:18])=[O:15])[C@H:11]([CH3:21])[CH2:10][C:9]=3[NH:24][N:23]=2)[CH2:5][CH2:4][CH2:3][CH2:2]1. (9) Given the reactants [C:1]1([C:7]2[CH:12]=[CH:11][CH:10]=[C:9]([C:13]3[CH:18]=[CH:17][CH:16]=[CH:15][CH:14]=3)[CH:8]=2)[CH:6]=[CH:5][CH:4]=[CH:3][CH:2]=1.O.O.[IH:21].II.S(=O)(=O)(O)O, predict the reaction product. The product is: [C:1]1([C:7]2[CH:12]=[C:11]([I:21])[CH:10]=[C:9]([C:13]3[CH:14]=[CH:15][CH:16]=[CH:17][CH:18]=3)[CH:8]=2)[CH:2]=[CH:3][CH:4]=[CH:5][CH:6]=1.